Dataset: Reaction yield outcomes from USPTO patents with 853,638 reactions. Task: Predict the reaction yield, written as a fraction of the theoretical maximum amount of product (1.0 means a 100% yield; for example, 0.34 means a 34% yield). (1) The reactants are Cl.[Cl:2][C:3]1[CH:8]=[C:7]([N+:9]([O-:11])=[O:10])[CH:6]=[CH:5][C:4]=1[CH2:12][CH2:13][NH:14][CH2:15][C:16]1[CH:21]=[CH:20][C:19]([F:22])=[CH:18][CH:17]=1.C(N(CC)CC)C.[CH3:30][C:31]([O:34][C:35](O[C:35]([O:34][C:31]([CH3:33])([CH3:32])[CH3:30])=[O:36])=[O:36])([CH3:33])[CH3:32].O. The catalyst is C(Cl)Cl. The product is [C:31]([O:34][C:35](=[O:36])[N:14]([CH2:13][CH2:12][C:4]1[CH:5]=[CH:6][C:7]([N+:9]([O-:11])=[O:10])=[CH:8][C:3]=1[Cl:2])[CH2:15][C:16]1[CH:17]=[CH:18][C:19]([F:22])=[CH:20][CH:21]=1)([CH3:33])([CH3:32])[CH3:30]. The yield is 0.460. (2) The reactants are [CH3:1][N:2]1[C:10]2[C:5](=[CH:6][CH:7]=[CH:8][CH:9]=2)[CH:4]=[C:3]1[C:11]([NH:13][C@H:14]([C:18]([NH:20][CH:21]([CH:30]([OH:33])[CH2:31][F:32])[CH2:22][C:23]([O:25][C:26]([CH3:29])([CH3:28])[CH3:27])=[O:24])=[O:19])[CH:15]([CH3:17])[CH3:16])=[O:12].CC(OI1(OC(C)=O)(OC(C)=O)OC(=O)C2C=CC=CC1=2)=O. The catalyst is CS(C)=O. The product is [CH3:1][N:2]1[C:10]2[C:5](=[CH:6][CH:7]=[CH:8][CH:9]=2)[CH:4]=[C:3]1[C:11]([NH:13][C@H:14]([C:18]([NH:20][CH:21]([C:30](=[O:33])[CH2:31][F:32])[CH2:22][C:23]([O:25][C:26]([CH3:27])([CH3:29])[CH3:28])=[O:24])=[O:19])[CH:15]([CH3:16])[CH3:17])=[O:12]. The yield is 0.490. (3) The reactants are [NH2:1][C:2]1[CH:7]=[CH:6][C:5]([N+:8]([O-:10])=[O:9])=[CH:4][N:3]=1.CN1CCOCC1.Cl[C:19]([O:21][C:22]([CH3:24])=[CH2:23])=[O:20]. The catalyst is O1CCCC1.C(OCC)(=O)C.O. The product is [C:22]([O:21][C:19](=[O:20])[NH:1][C:2]1[CH:7]=[CH:6][C:5]([N+:8]([O-:10])=[O:9])=[CH:4][N:3]=1)([CH3:24])=[CH2:23]. The yield is 0.650. (4) The reactants are [F:1][C:2]1[CH:17]=[CH:16][C:5]([CH2:6][NH:7][NH:8][C:9]([O:11][C:12]([CH3:15])([CH3:14])[CH3:13])=[O:10])=[CH:4][CH:3]=1.[CH:18](OCC)=[O:19]. The catalyst is CCO. The product is [F:1][C:2]1[CH:17]=[CH:16][C:5]([CH2:6][N:7]([CH:18]=[O:19])[NH:8][C:9]([O:11][C:12]([CH3:13])([CH3:14])[CH3:15])=[O:10])=[CH:4][CH:3]=1. The yield is 0.160. (5) The reactants are [Si:1]([O:8][CH2:9][C@H:10]1[CH2:15][CH2:14][C@H:13]([NH:16][C:17]2[C:22]([C:23]([NH2:25])=[O:24])=[CH:21][N:20]=[C:19]3[N:26]([CH2:29][O:30][CH2:31][CH2:32][Si:33]([CH3:36])([CH3:35])[CH3:34])[CH:27]=[CH:28][C:18]=23)[CH2:12][CH2:11]1)([C:4]([CH3:7])([CH3:6])[CH3:5])([CH3:3])[CH3:2].[C:37](=O)([O-])O.[Na+]. The catalyst is FC(F)(F)S([O-])(=O)=O.[Sc+3].FC(F)(F)S([O-])(=O)=O.FC(F)(F)S([O-])(=O)=O.C(OCC)(OCC)OCC. The product is [Si:1]([O:8][CH2:9][C@H:10]1[CH2:15][CH2:14][C@H:13]([N:16]2[C:17]3[C:18]4[CH:28]=[CH:27][N:26]([CH2:29][O:30][CH2:31][CH2:32][Si:33]([CH3:34])([CH3:35])[CH3:36])[C:19]=4[N:20]=[CH:21][C:22]=3[C:23](=[O:24])[N:25]=[CH:37]2)[CH2:12][CH2:11]1)([C:4]([CH3:7])([CH3:6])[CH3:5])([CH3:3])[CH3:2]. The yield is 0.810. (6) The reactants are [NH:1]1[CH2:6][CH2:5][O:4][CH2:3][CH2:2]1.[Cl:7][C:8]1[CH:9]=[CH:10][C:11]([N+:16]([O-:18])=[O:17])=[C:12]([CH:15]=1)[CH:13]=O.C(O[BH-](OC(=O)C)OC(=O)C)(=O)C.[Na+].CC(O)=O.C([O-])([O-])=O.[Na+].[Na+]. The catalyst is O1CCCC1.Cl. The product is [Cl:7][C:8]1[CH:9]=[CH:10][C:11]([N+:16]([O-:18])=[O:17])=[C:12]([CH:15]=1)[CH2:13][N:1]1[CH2:6][CH2:5][O:4][CH2:3][CH2:2]1. The yield is 0.740. (7) The reactants are [ClH:1].[OH:2][C:3]([C:35]1[CH:40]=[CH:39][CH:38]=[CH:37][CH:36]=1)([C:29]1[CH:34]=[CH:33][CH:32]=[CH:31][CH:30]=1)[CH:4]1[CH2:9][CH2:8][N:7]([CH2:10][CH2:11][CH2:12][C:13]([C:15]2[CH:20]=[CH:19][C:18]([C:21]([CH3:28])([CH3:27])[C:22]([O:24]CC)=[O:23])=[CH:17][CH:16]=2)=[O:14])[CH2:6][CH2:5]1.[OH-].[Na+].[BH4-].[Na+].Cl. The catalyst is O.CC(C)=O.CO. The product is [OH2:2].[ClH:1].[OH:2][C:3]([C:35]1[CH:36]=[CH:37][CH:38]=[CH:39][CH:40]=1)([C:29]1[CH:30]=[CH:31][CH:32]=[CH:33][CH:34]=1)[CH:4]1[CH2:9][CH2:8][N:7]([CH2:10][CH2:11][CH2:12][CH:13]([C:15]2[CH:20]=[CH:19][C:18]([C:21]([CH3:28])([CH3:27])[C:22]([OH:24])=[O:23])=[CH:17][CH:16]=2)[OH:14])[CH2:6][CH2:5]1. The yield is 0.915. (8) The reactants are [Cl:1][C:2]1[CH:7]=[CH:6][C:5]([C:8]2([C:14]([NH:16][CH3:17])=O)[CH2:13][CH2:12][CH2:11][CH2:10][CH2:9]2)=[CH:4][CH:3]=1.Cl. No catalyst specified. The product is [ClH:1].[Cl:1][C:2]1[CH:3]=[CH:4][C:5]([C:8]2([CH2:14][NH:16][CH3:17])[CH2:13][CH2:12][CH2:11][CH2:10][CH2:9]2)=[CH:6][CH:7]=1. The yield is 0.700.